Dataset: Full USPTO retrosynthesis dataset with 1.9M reactions from patents (1976-2016). Task: Predict the reactants needed to synthesize the given product. (1) Given the product [CH2:1]([N:3]1[C:7]2=[N:8][C:9]([CH2:49][CH3:50])=[C:10]([CH2:19][NH:20][C:21]([C:23]3[CH:28]=[CH:27][CH:26]=[C:25]([C:29]([NH:31][CH2:32][C:33]4[CH:34]=[C:35]([C:41]5[CH:46]=[CH:45][CH:44]=[C:43]([CH2:47][N:51]6[CH2:57][CH2:56][CH2:55][NH:54][CH2:53][CH2:52]6)[CH:42]=5)[CH:36]=[CH:37][C:38]=4[O:39][CH3:40])=[O:30])[CH:24]=3)=[O:22])[C:11]([NH:12][CH:13]3[CH2:14][CH2:15][O:16][CH2:17][CH2:18]3)=[C:6]2[CH:5]=[N:4]1)[CH3:2], predict the reactants needed to synthesize it. The reactants are: [CH2:1]([N:3]1[C:7]2=[N:8][C:9]([CH2:49][CH3:50])=[C:10]([CH2:19][NH:20][C:21]([C:23]3[CH:28]=[CH:27][CH:26]=[C:25]([C:29]([NH:31][CH2:32][C:33]4[CH:34]=[C:35]([C:41]5[CH:46]=[CH:45][CH:44]=[C:43]([CH:47]=O)[CH:42]=5)[CH:36]=[CH:37][C:38]=4[O:39][CH3:40])=[O:30])[CH:24]=3)=[O:22])[C:11]([NH:12][CH:13]3[CH2:18][CH2:17][O:16][CH2:15][CH2:14]3)=[C:6]2[CH:5]=[N:4]1)[CH3:2].[N:51]1(C(OC(C)(C)C)=O)[CH2:57][CH2:56][CH2:55][NH:54][CH2:53][CH2:52]1.C(O[BH-](OC(=O)C)OC(=O)C)(=O)C.[Na+].CC(O)=O. (2) Given the product [N:1]12[CH2:10][CH:5]3[CH2:6][CH:7]([CH2:9][CH:3]([C@@H:4]3[NH:11][C:18](=[O:19])[C:17]3[CH:21]=[CH:22][C:14]([S:13][CH3:12])=[CH:15][CH:16]=3)[CH2:2]1)[CH2:8]2, predict the reactants needed to synthesize it. The reactants are: [N:1]12[CH2:10][CH:5]3[CH2:6][CH:7]([CH2:9][CH:3]([C@@H:4]3[NH2:11])[CH2:2]1)[CH2:8]2.[CH3:12][S:13][C:14]1[CH:22]=[CH:21][C:17]([C:18](O)=[O:19])=[CH:16][CH:15]=1.N. (3) Given the product [CH3:35][N:31]1[C:32]([CH3:34])=[C:33]([S:12]([N:9]2[CH2:8][CH2:7][CH:6]([O:5][C:4]3[CH:3]=[CH:2][C:25]([CH3:39])=[CH:24][CH:23]=3)[CH2:11][CH2:10]2)(=[O:13])=[O:14])[C:29]([C:28]([F:27])([F:36])[F:37])=[N:30]1, predict the reactants needed to synthesize it. The reactants are: Cl[C:2]1[CH:3]=[C:4]([CH:23]=[CH:24][C:25]=1Cl)[O:5][CH:6]1[CH2:11][CH2:10][N:9]([S:12](C2C(C)=NN(C)C=2C)(=[O:14])=[O:13])[CH2:8][CH2:7]1.[F:27][C:28]([F:37])([F:36])[C:29]1[CH:33]=[C:32]([CH3:34])[N:31]([CH3:35])[N:30]=1.Cl.[C:39]1(C)C=CC(OC2CCNCC2)=CC=1. (4) The reactants are: [CH3:1][O:2][C:3]1[CH:8]=[CH:7][C:6]([OH:9])=[CH:5][CH:4]=1.Br[C:11](C)(C)[C:12]([O:14][CH2:15][CH3:16])=[O:13].C([O-])([O-])=O.[K+].[K+]. Given the product [CH3:1][O:2][C:3]1[CH:8]=[CH:7][C:6]([O:9][CH2:11][C:12]([O:14][CH2:15][CH3:16])=[O:13])=[CH:5][CH:4]=1, predict the reactants needed to synthesize it. (5) Given the product [CH2:25]([N:1]1[CH2:6][CH2:5][CH2:4][CH:3]([C:7]2[CH:12]=[CH:11][C:10]([C:13]3[O:14][C:15]4[C:21]([C:22]([NH2:24])=[O:23])=[CH:20][CH:19]=[CH:18][C:16]=4[N:17]=3)=[CH:9][CH:8]=2)[CH2:2]1)[CH2:26][CH3:27], predict the reactants needed to synthesize it. The reactants are: [NH:1]1[CH2:6][CH2:5][CH2:4][CH:3]([C:7]2[CH:12]=[CH:11][C:10]([C:13]3[O:14][C:15]4[C:21]([C:22]([NH2:24])=[O:23])=[CH:20][CH:19]=[CH:18][C:16]=4[N:17]=3)=[CH:9][CH:8]=2)[CH2:2]1.[CH:25](=O)[CH2:26][CH3:27].[BH4-].[Na+]. (6) Given the product [CH:20]1([N:8]2[CH2:9][CH2:10][C:4]3=[CH:3][N:2]([C:11]4[CH:19]=[CH:18][C:14]([C:15]([NH2:17])=[O:16])=[CH:13][CH:12]=4)[N:1]=[C:5]3[CH2:6][CH2:7]2)[CH2:23][CH2:22][CH2:21]1, predict the reactants needed to synthesize it. The reactants are: [N:1]1[N:2]([C:11]2[CH:19]=[CH:18][C:14]([C:15]([NH2:17])=[O:16])=[CH:13][CH:12]=2)[CH:3]=[C:4]2[CH2:10][CH2:9][NH:8][CH2:7][CH2:6][C:5]=12.[C:20]1(=O)[CH2:23][CH2:22][CH2:21]1.C(O[BH-](OC(=O)C)OC(=O)C)(=O)C.[Na+].CO. (7) Given the product [CH2:14]([C:13]1[N:19]([O:20][CH2:21][CH2:22][CH2:23][CH2:24][NH:25][C:26](=[O:35])[O:27][CH2:28][C:29]2[CH:30]=[CH:31][CH:32]=[CH:33][CH:34]=2)[C:2]2[C:11]3[CH:10]=[CH:9][CH:8]=[CH:7][C:6]=3[N:5]=[CH:4][C:3]=2[N:12]=1)[CH2:15][CH2:16][CH3:17], predict the reactants needed to synthesize it. The reactants are: Cl[C:2]1[C:11]2[C:6](=[CH:7][CH:8]=[CH:9][CH:10]=2)[N:5]=[CH:4][C:3]=1[NH:12][C:13](=O)[CH2:14][CH2:15][CH2:16][CH3:17].[NH2:19][O:20][CH2:21][CH2:22][CH2:23][CH2:24][NH:25][C:26](=[O:35])[O:27][CH2:28][C:29]1[CH:34]=[CH:33][CH:32]=[CH:31][CH:30]=1.C(N(CC)CC)C. (8) Given the product [C:52]([C:56]1[O:11][C:3]2[C:4]([N+:8]([O-:10])=[O:9])=[CH:5][CH:6]=[CH:7][C:2]=2[CH:57]=1)([CH3:55])([CH3:54])[CH3:53], predict the reactants needed to synthesize it. The reactants are: Br[C:2]1[CH:7]=[CH:6][CH:5]=[C:4]([N+:8]([O-:10])=[O:9])[C:3]=1[OH:11].C1(P(C2CCCCC2)C2C=CC=CC=2C2C(C(C)C)=CC(C(C)C)=CC=2C(C)C)CCCCC1.C(=O)([O-])[O-].[Cs+].[Cs+].[C:52]([C:56]#[CH:57])([CH3:55])([CH3:54])[CH3:53]. (9) Given the product [C:30]([O:31][C:4](=[O:20])[CH2:5][C@H:6]([C:10]1[O:11][CH:12]=[C:13]([C:15]([OH:17])=[O:16])[N:14]=1)[CH2:7][CH:8]=[CH2:9])([CH3:35])([CH3:32])[CH3:29], predict the reactants needed to synthesize it. The reactants are: CC(C)(C)C[C:4](=[O:20])[CH2:5][C@H:6]([C:10]1[O:11][CH:12]=[C:13]([C:15]([O:17]CC)=[O:16])[N:14]=1)[CH2:7][CH:8]=[CH2:9].O.[OH-].[Li+].[OH-].[Li+].C(O)(=O)[CH2:29][C:30]([CH2:35]C(O)=O)([C:32](O)=O)[OH:31]. (10) Given the product [CH3:3][C:4]1[N:8]=[C:7]([CH:9]([CH3:13])[C:10](=[O:12])[CH3:11])[O:6][N:5]=1, predict the reactants needed to synthesize it. The reactants are: CI.[CH3:3][C:4]1[N:8]=[C:7]([CH2:9][C:10](=[O:12])[CH3:11])[O:6][N:5]=1.[C:13](=O)([O-])[O-].[K+].[K+].